This data is from NCI-60 drug combinations with 297,098 pairs across 59 cell lines. The task is: Regression. Given two drug SMILES strings and cell line genomic features, predict the synergy score measuring deviation from expected non-interaction effect. (1) Drug 1: CC12CCC(CC1=CCC3C2CCC4(C3CC=C4C5=CN=CC=C5)C)O. Drug 2: COC1=C(C=C2C(=C1)N=CN=C2NC3=CC(=C(C=C3)F)Cl)OCCCN4CCOCC4. Cell line: LOX IMVI. Synergy scores: CSS=8.92, Synergy_ZIP=-9.37, Synergy_Bliss=-9.73, Synergy_Loewe=-26.3, Synergy_HSA=-7.05. (2) Drug 1: CC1=C(C(CCC1)(C)C)C=CC(=CC=CC(=CC(=O)O)C)C. Drug 2: CC1C(C(CC(O1)OC2CC(CC3=C2C(=C4C(=C3O)C(=O)C5=CC=CC=C5C4=O)O)(C(=O)C)O)N)O. Cell line: HCC-2998. Synergy scores: CSS=63.3, Synergy_ZIP=0.997, Synergy_Bliss=1.92, Synergy_Loewe=-27.7, Synergy_HSA=1.56. (3) Drug 2: CC(C)NC(=O)C1=CC=C(C=C1)CNNC.Cl. Cell line: LOX IMVI. Synergy scores: CSS=2.42, Synergy_ZIP=-0.442, Synergy_Bliss=-0.0720, Synergy_Loewe=-1.56, Synergy_HSA=-3.10. Drug 1: CC12CCC3C(C1CCC2O)C(CC4=C3C=CC(=C4)O)CCCCCCCCCS(=O)CCCC(C(F)(F)F)(F)F. (4) Drug 1: CCC1=C2CN3C(=CC4=C(C3=O)COC(=O)C4(CC)O)C2=NC5=C1C=C(C=C5)O. Drug 2: CCN(CC)CCCC(C)NC1=C2C=C(C=CC2=NC3=C1C=CC(=C3)Cl)OC. Cell line: HT29. Synergy scores: CSS=6.09, Synergy_ZIP=-3.30, Synergy_Bliss=1.08, Synergy_Loewe=-1.27, Synergy_HSA=1.64. (5) Drug 1: CC1=C2C(C(=O)C3(C(CC4C(C3C(C(C2(C)C)(CC1OC(=O)C(C(C5=CC=CC=C5)NC(=O)OC(C)(C)C)O)O)OC(=O)C6=CC=CC=C6)(CO4)OC(=O)C)O)C)O. Drug 2: CC(C)CN1C=NC2=C1C3=CC=CC=C3N=C2N. Cell line: HL-60(TB). Synergy scores: CSS=26.0, Synergy_ZIP=4.76, Synergy_Bliss=1.49, Synergy_Loewe=6.96, Synergy_HSA=0.810. (6) Drug 1: C1=NC2=C(N1)C(=S)N=C(N2)N. Drug 2: CCCS(=O)(=O)NC1=C(C(=C(C=C1)F)C(=O)C2=CNC3=C2C=C(C=N3)C4=CC=C(C=C4)Cl)F. Cell line: SK-MEL-2. Synergy scores: CSS=-0.645, Synergy_ZIP=-3.96, Synergy_Bliss=-2.61, Synergy_Loewe=-6.72, Synergy_HSA=-6.08. (7) Drug 1: CC1=C(C=C(C=C1)NC2=NC=CC(=N2)N(C)C3=CC4=NN(C(=C4C=C3)C)C)S(=O)(=O)N.Cl. Drug 2: C1CCN(CC1)CCOC2=CC=C(C=C2)C(=O)C3=C(SC4=C3C=CC(=C4)O)C5=CC=C(C=C5)O. Cell line: EKVX. Synergy scores: CSS=-1.22, Synergy_ZIP=1.47, Synergy_Bliss=0.414, Synergy_Loewe=-1.99, Synergy_HSA=-1.07.